Dataset: Reaction yield outcomes from USPTO patents with 853,638 reactions. Task: Predict the reaction yield, written as a fraction of the theoretical maximum amount of product (1.0 means a 100% yield; for example, 0.34 means a 34% yield). The reactants are [C:1]1([CH2:11][N:12]2[CH2:17][CH2:16][CH:15]([CH2:18][NH:19][C:20]3[NH:24][C:23]4[CH:25]=[CH:26][C:27]([CH:29]=O)=[CH:28][C:22]=4[N:21]=3)[CH2:14][CH2:13]2)[C:10]2[C:5](=[CH:6][CH:7]=[CH:8][CH:9]=2)[CH:4]=[CH:3][CH:2]=1.Cl.[NH2:32]O.Cl.O1CCOCC1. The catalyst is CN(C)C=O.Cl.[OH-].[Na+]. The product is [C:1]1([CH2:11][N:12]2[CH2:17][CH2:16][CH:15]([CH2:18][NH:19][C:20]3[NH:24][C:23]4[CH:25]=[CH:26][C:27]([C:29]#[N:32])=[CH:28][C:22]=4[N:21]=3)[CH2:14][CH2:13]2)[C:10]2[C:5](=[CH:6][CH:7]=[CH:8][CH:9]=2)[CH:4]=[CH:3][CH:2]=1. The yield is 0.290.